This data is from Forward reaction prediction with 1.9M reactions from USPTO patents (1976-2016). The task is: Predict the product of the given reaction. Given the reactants [Cl:1][C:2]1[CH:36]=[CH:35][C:5]([CH2:6][NH:7][C:8]([C:10]2[C:11](=[O:34])[C:12]3[CH:26]=[C:25]([CH2:27]N4CCOCC4)[S:24][C:13]=3[N:14]([CH2:16][CH2:17][N:18]3[CH2:23][CH2:22][O:21][CH2:20][CH2:19]3)[CH:15]=2)=[O:9])=[CH:4][CH:3]=1.C(OC([Cl:42])=O)C, predict the reaction product. The product is: [Cl:1][C:2]1[CH:36]=[CH:35][C:5]([CH2:6][NH:7][C:8]([C:10]2[C:11](=[O:34])[C:12]3[CH:26]=[C:25]([CH2:27][Cl:42])[S:24][C:13]=3[N:14]([CH2:16][CH2:17][N:18]3[CH2:19][CH2:20][O:21][CH2:22][CH2:23]3)[CH:15]=2)=[O:9])=[CH:4][CH:3]=1.